This data is from Catalyst prediction with 721,799 reactions and 888 catalyst types from USPTO. The task is: Predict which catalyst facilitates the given reaction. Reactant: [Cl:1][C:2]1[CH:22]=[C:21]([Cl:23])[CH:20]=[CH:19][C:3]=1[CH2:4][N:5]1[C:9]([NH2:10])=[C:8]([C:11]2[CH:16]=[CH:15][C:14]([O:17]C)=[CH:13][CH:12]=2)[N:7]=[N:6]1.B(Br)(Br)Br.CO.O. The catalyst class is: 4. Product: [NH2:10][C:9]1[N:5]([CH2:4][C:3]2[CH:19]=[CH:20][C:21]([Cl:23])=[CH:22][C:2]=2[Cl:1])[N:6]=[N:7][C:8]=1[C:11]1[CH:16]=[CH:15][C:14]([OH:17])=[CH:13][CH:12]=1.